Dataset: Full USPTO retrosynthesis dataset with 1.9M reactions from patents (1976-2016). Task: Predict the reactants needed to synthesize the given product. (1) The reactants are: [P:1]([O:19][C:20]([C:33]1[CH:38]=[CH:37][C:36]([F:39])=[CH:35][C:34]=1[F:40])([CH2:27][N:28]1[CH:32]=[N:31][CH:30]=[N:29]1)[CH2:21][N:22]1[CH:26]=[N:25][CH:24]=[N:23]1)([O:11]CC1C=CC=CC=1)([O:3]CC1C=CC=CC=1)=[O:2].[OH-].[Na+].S(=O)(=O)(O)O. Given the product [P:1]([OH:11])([OH:3])([O:19][C:20]([C:33]1[CH:38]=[CH:37][C:36]([F:39])=[CH:35][C:34]=1[F:40])([CH2:27][N:28]1[CH:32]=[N:31][CH:30]=[N:29]1)[CH2:21][N:22]1[CH:26]=[N:25][CH:24]=[N:23]1)=[O:2], predict the reactants needed to synthesize it. (2) The reactants are: [NH2:1][NH:2][C:3]([C:5]1[C:10]([C:11]([F:14])([F:13])[F:12])=[CH:9][CH:8]=[CH:7][N:6]=1)=[NH:4].[Br:15][C:16]1[CH:23]=[CH:22][C:19]([CH:20]=O)=[C:18]([F:24])[CH:17]=1. Given the product [Br:15][C:16]1[CH:23]=[CH:22][C:19]([C:20]2[NH:1][N:2]=[C:3]([C:5]3[C:10]([C:11]([F:12])([F:13])[F:14])=[CH:9][CH:8]=[CH:7][N:6]=3)[N:4]=2)=[C:18]([F:24])[CH:17]=1, predict the reactants needed to synthesize it. (3) Given the product [CH3:20][O:19][C:13]1[CH:12]=[C:11]([C:8]2[CH:9]=[CH:10][C:5]3[N:6]([C:2]([C:11]4[CH:16]=[CH:15][C:14]([C:30]([NH2:29])=[O:31])=[CH:13][CH:12]=4)=[C:3]([CH3:21])[N:4]=3)[N:7]=2)[CH:16]=[CH:15][C:14]=1[O:17][CH3:18], predict the reactants needed to synthesize it. The reactants are: Br[C:2]1[N:6]2[N:7]=[C:8]([C:11]3[CH:16]=[CH:15][C:14]([O:17][CH3:18])=[C:13]([O:19][CH3:20])[CH:12]=3)[CH:9]=[CH:10][C:5]2=[N:4][C:3]=1[CH3:21].C([O-])([O-])=O.[K+].[K+].C[N:29](C)[CH:30]=[O:31]. (4) The reactants are: [CH2:1]([C:3]1[CH:4]=[C:5]([C:22]#[N:23])[C:6]([C:16]2[CH:21]=[CH:20][CH:19]=[CH:18][CH:17]=2)=[C:7]([C:9]2[CH:14]=[CH:13][C:12]([OH:15])=[CH:11][CH:10]=2)[CH:8]=1)[CH3:2].[NH2:24][OH:25]. Given the product [CH2:1]([C:3]1[CH:4]=[C:5]([C:22](=[N:24][OH:25])[NH2:23])[C:6]([C:16]2[CH:17]=[CH:18][CH:19]=[CH:20][CH:21]=2)=[C:7]([C:9]2[CH:14]=[CH:13][C:12]([OH:15])=[CH:11][CH:10]=2)[CH:8]=1)[CH3:2], predict the reactants needed to synthesize it. (5) Given the product [F:1][C:2]([F:11])([F:12])[O:3][C:4]1[CH:10]=[CH:9][CH:8]=[CH:7][C:5]=1[NH:6][C:14]([NH2:15])=[S:13], predict the reactants needed to synthesize it. The reactants are: [F:1][C:2]([F:12])([F:11])[O:3][C:4]1[CH:10]=[CH:9][CH:8]=[CH:7][C:5]=1[NH2:6].[S-:13][C:14]#[N:15].[NH4+].S.[Na].Cl. (6) Given the product [I:19][C:17]1[CH:16]=[CH:15][N:14]=[C:13]([N:3]2[C:11]3[C:6](=[CH:7][CH:8]=[CH:9][CH:10]=3)[CH:5]=[N:4]2)[CH:18]=1, predict the reactants needed to synthesize it. The reactants are: [H-].[Na+].[NH:3]1[C:11]2[C:6](=[CH:7][CH:8]=[CH:9][CH:10]=2)[CH:5]=[N:4]1.F[C:13]1[CH:18]=[C:17]([I:19])[CH:16]=[CH:15][N:14]=1.